This data is from CYP2C9 inhibition data for predicting drug metabolism from PubChem BioAssay. The task is: Regression/Classification. Given a drug SMILES string, predict its absorption, distribution, metabolism, or excretion properties. Task type varies by dataset: regression for continuous measurements (e.g., permeability, clearance, half-life) or binary classification for categorical outcomes (e.g., BBB penetration, CYP inhibition). Dataset: cyp2c9_veith. (1) The drug is CSc1ncc(C(=O)O)c(C)n1. The result is 0 (non-inhibitor). (2) The compound is CC[N+](C)(CC)CC(=O)Nc1c(C)cccc1C. The result is 0 (non-inhibitor). (3) The compound is CC1CCCN(C(=O)c2sc3cc([N+](=O)[O-])ccc3c2Cl)C1. The result is 0 (non-inhibitor). (4) The molecule is Cc1ccc(N(C(=O)Cn2nnc(-c3ccc(F)cc3)n2)C(CC(C)C)C(=O)NCC2CCCO2)cc1. The result is 1 (inhibitor). (5) The drug is COC(=O)CNC(=O)/C=C/c1ccc(OC)cc1. The result is 0 (non-inhibitor).